Dataset: Forward reaction prediction with 1.9M reactions from USPTO patents (1976-2016). Task: Predict the product of the given reaction. (1) Given the reactants [NH:1]([CH2:3][CH2:4][OH:5])[NH2:2].Cl[C:7]([O:9][CH3:10])=[O:8].[CH2:11]=O, predict the reaction product. The product is: [CH3:10][O:9][C:7]([N:1]1[CH2:3][CH2:4][O:5][CH2:11][NH:2]1)=[O:8]. (2) Given the reactants [NH2:1][C@@H:2]1[CH2:6][CH2:5][C@@:4]([C:10]([N:12]2[CH2:17][CH2:16][N:15]([C:18]3[CH:23]=[C:22]([C:24]([F:27])([F:26])[F:25])[CH:21]=[CH:20][N:19]=3)[CH2:14][CH2:13]2)=[O:11])([CH:7]([CH3:9])[CH3:8])[CH2:3]1.[OH:28][C:29]1([C:36]2[CH:41]=[CH:40][C:39]([C:42]3[N:47]=[CH:46][CH:45]=[CH:44][N:43]=3)=[CH:38][N:37]=2)[CH2:34][CH2:33][C:32](=O)[CH2:31][CH2:30]1.C(O[BH-](OC(=O)C)OC(=O)C)(=O)C.[Na+], predict the reaction product. The product is: [CH:7]([C@:4]1([C:10]([N:12]2[CH2:13][CH2:14][N:15]([C:18]3[CH:23]=[C:22]([C:24]([F:27])([F:26])[F:25])[CH:21]=[CH:20][N:19]=3)[CH2:16][CH2:17]2)=[O:11])[CH2:5][CH2:6][C@@H:2]([NH:1][CH:32]2[CH2:31][CH2:30][C:29]([C:36]3[CH:41]=[CH:40][C:39]([C:42]4[N:43]=[CH:44][CH:45]=[CH:46][N:47]=4)=[CH:38][N:37]=3)([OH:28])[CH2:34][CH2:33]2)[CH2:3]1)([CH3:8])[CH3:9]. (3) Given the reactants F[C:2]1[CH:7]=[CH:6][CH:5]=[CH:4][C:3]=1[N+:8]([O-:10])=[O:9].[C:11]([NH:18][C@H:19]1[CH2:24][CH2:23][CH2:22][NH:21][CH2:20]1)([O:13][C:14]([CH3:17])([CH3:16])[CH3:15])=[O:12].CCN(C(C)C)C(C)C, predict the reaction product. The product is: [N+:8]([C:3]1[CH:4]=[CH:5][CH:6]=[CH:7][C:2]=1[N:21]1[CH2:22][CH2:23][CH2:24][C@H:19]([NH:18][C:11](=[O:12])[O:13][C:14]([CH3:16])([CH3:15])[CH3:17])[CH2:20]1)([O-:10])=[O:9]. (4) The product is: [CH3:13][O:12][C:4]1[CH:5]=[C:6]([N+:9]([O-:11])=[O:10])[CH:7]=[CH:8][C:3]=1[C:1]1[CH:2]=[N:16][NH:15][N:14]=1. Given the reactants [C:1]([C:3]1[CH:8]=[CH:7][C:6]([N+:9]([O-:11])=[O:10])=[CH:5][C:4]=1[O:12][CH3:13])#[CH:2].[N:14]([Si](C)(C)C)=[N+:15]=[N-:16], predict the reaction product. (5) The product is: [Br:8][C:6]1[N:7]=[C:2]([C:15]#[C:14][Si:11]([CH3:13])([CH3:12])[CH3:10])[C:3]([NH2:9])=[N:4][CH:5]=1. Given the reactants Br[C:2]1[C:3]([NH2:9])=[N:4][CH:5]=[C:6]([Br:8])[N:7]=1.[CH3:10][Si:11]([C:14]#[CH:15])([CH3:13])[CH3:12], predict the reaction product.